This data is from Full USPTO retrosynthesis dataset with 1.9M reactions from patents (1976-2016). The task is: Predict the reactants needed to synthesize the given product. (1) Given the product [CH2:1]([C@@:3]1([CH3:23])[C:4]([C:13]2[CH:18]=[CH:17][C:16]([S:19]([CH3:22])(=[O:21])=[O:20])=[CH:15][CH:14]=2)=[C:5]([O:9][CH:10]([CH3:12])[CH3:11])[C:6]2([O:27][CH:26]([CH2:28][OH:29])[CH2:25][O:24]2)[O:7]1)[CH3:2], predict the reactants needed to synthesize it. The reactants are: [CH2:1]([C@:3]1([CH3:23])[O:7][C:6](=S)[C:5]([O:9][CH:10]([CH3:12])[CH3:11])=[C:4]1[C:13]1[CH:18]=[CH:17][C:16]([S:19]([CH3:22])(=[O:21])=[O:20])=[CH:15][CH:14]=1)[CH3:2].[OH:24][CH2:25][CH:26]([CH2:28][OH:29])[OH:27].C(N(CC)CC)C. (2) Given the product [C:14]([O:18][C:19](=[O:33])[N:20]([CH3:21])[CH2:22][CH2:23][C@H:24]1[CH2:29][CH2:28][C@H:27]([CH2:30][CH:31]=[O:12])[CH2:26][CH2:25]1)([CH3:17])([CH3:16])[CH3:15], predict the reactants needed to synthesize it. The reactants are: [H-].C([Al+]CC(C)C)C(C)C.C(=O)=[O:12].[C:14]([O:18][C:19](=[O:33])[N:20]([CH2:22][CH2:23][C@H:24]1[CH2:29][CH2:28][C@H:27]([CH2:30][C:31]#N)[CH2:26][CH2:25]1)[CH3:21])([CH3:17])([CH3:16])[CH3:15].Cl. (3) Given the product [F:43][C:42]([F:45])([F:44])[C:40]([OH:46])=[O:41].[F:43][C:42]([F:45])([F:44])[C:40]([OH:46])=[O:41].[F:43][C:42]([F:45])([F:44])[C:40]([OH:46])=[O:41].[NH2:32][CH:27]1[CH2:26][N:25]([C:24]2[CH:23]=[CH:22][N:21]=[CH:20][C:19]=2[NH:18][C:15]2[N:13]3[N:14]=[C:9]([C:3]4[C:2]([F:1])=[CH:7][CH:6]=[CH:5][C:4]=4[F:8])[CH:10]=[CH:11][C:12]3=[CH:17][N:16]=2)[CH:30]([CH3:31])[CH2:29][CH2:28]1, predict the reactants needed to synthesize it. The reactants are: [F:1][C:2]1[CH:7]=[CH:6][CH:5]=[C:4]([F:8])[C:3]=1[C:9]1[CH:10]=[CH:11][C:12]2[N:13]([C:15]([NH:18][C:19]3[CH:20]=[N:21][CH:22]=[CH:23][C:24]=3[N:25]3[CH:30]([CH3:31])[CH2:29][CH2:28][CH:27]([NH:32]C(=O)OC(C)(C)C)[CH2:26]3)=[N:16][CH:17]=2)[N:14]=1.[C:40]([OH:46])([C:42]([F:45])([F:44])[F:43])=[O:41]. (4) The reactants are: Cl[C:2]1[CH:3]=[CH:4][C:5]([O:8][C:9]2[CH:14]=[CH:13][C:12]([C:15]3[C:19]4=[N:20][CH:21]=[CH:22][CH:23]=[C:18]4[N:17]([CH2:24][CH3:25])[N:16]=3)=[CH:11][CH:10]=2)=[N:6][CH:7]=1.[CH3:26]B(O)O.C([O-])([O-])=O.[Cs+].[Cs+].CC(C1C=C(C(C)C)C(C2C=CC=CC=2P(C2CCCCC2)C2CCCCC2)=C(C(C)C)C=1)C. Given the product [CH2:24]([N:17]1[C:18]2[C:19](=[N:20][CH:21]=[CH:22][CH:23]=2)[C:15]([C:12]2[CH:13]=[CH:14][C:9]([O:8][C:5]3[CH:4]=[CH:3][C:2]([CH3:26])=[CH:7][N:6]=3)=[CH:10][CH:11]=2)=[N:16]1)[CH3:25], predict the reactants needed to synthesize it. (5) Given the product [NH2:27][C:25]1[CH:24]=[CH:23][C:3]([O:4][C:5]2[CH:10]=[CH:9][N:8]=[C:7]3[CH:11]=[C:12]([C:14]([N:16]4[CH2:17][CH2:18][N:19]([CH3:22])[CH2:20][CH2:21]4)=[O:15])[S:13][C:6]=23)=[C:2]([F:1])[CH:26]=1, predict the reactants needed to synthesize it. The reactants are: [F:1][C:2]1[CH:26]=[C:25]([N+:27]([O-])=O)[CH:24]=[CH:23][C:3]=1[O:4][C:5]1[CH:10]=[CH:9][N:8]=[C:7]2[CH:11]=[C:12]([C:14]([N:16]3[CH2:21][CH2:20][N:19]([CH3:22])[CH2:18][CH2:17]3)=[O:15])[S:13][C:6]=12.[Cl-].[NH4+].